The task is: Predict the reactants needed to synthesize the given product.. This data is from Full USPTO retrosynthesis dataset with 1.9M reactions from patents (1976-2016). (1) The reactants are: [C:1]([O:5][C:6]([N:8]1[CH2:12][C@@H:11]([CH2:13][NH2:14])[CH2:10][C@H:9]1[C:15]([N:17]1[CH2:21][CH2:20][S:19][CH2:18]1)=[O:16])=[O:7])([CH3:4])([CH3:3])[CH3:2].C(N(CC)CC)C.[C:29]([C:31]1[CH:32]=[C:33]([CH:37]=[CH:38][CH:39]=1)[C:34](Cl)=[O:35])#[N:30]. Given the product [C:1]([O:5][C:6]([N:8]1[CH2:12][C@@H:11]([CH2:13][NH:14][C:34](=[O:35])[C:33]2[CH:37]=[CH:38][CH:39]=[C:31]([C:29]#[N:30])[CH:32]=2)[CH2:10][C@H:9]1[C:15]([N:17]1[CH2:21][CH2:20][S:19][CH2:18]1)=[O:16])=[O:7])([CH3:4])([CH3:2])[CH3:3], predict the reactants needed to synthesize it. (2) Given the product [Cl:1][C:2]1[CH:3]=[CH:4][C:5]([CH:8]2[C:21]3[C:20](=[O:22])[C:19]4[CH:23]=[CH:24][CH:25]=[CH:26][C:18]=4[C:17](=[O:27])[C:16]=3[N:15]([CH3:31])[C:14]3[CH2:13][CH2:12][CH2:11][C:10](=[O:28])[C:9]2=3)=[CH:6][CH:7]=1, predict the reactants needed to synthesize it. The reactants are: [Cl:1][C:2]1[CH:7]=[CH:6][C:5]([CH:8]2[C:21]3[C:20](=[O:22])[C:19]4[CH:23]=[CH:24][CH:25]=[CH:26][C:18]=4[C:17](=[O:27])[C:16]=3[NH:15][C:14]3[CH2:13][CH2:12][CH2:11][C:10](=[O:28])[C:9]2=3)=[CH:4][CH:3]=1.CI.[C:31](=O)([O-])[O-].[K+].[K+]. (3) Given the product [CH3:12][C:11]1[C:7]([C:26]2[CH:25]=[N:24][C:23]([CH3:22])=[N:28][CH:27]=2)=[N:8][N:9]([C:14]2[CH:19]=[CH:18][CH:17]=[CH:16][CH:15]=2)[C:10]=1[NH2:13], predict the reactants needed to synthesize it. The reactants are: FC(F)(F)S(O[C:7]1[C:11]([CH3:12])=[C:10]([NH2:13])[N:9]([C:14]2[CH:19]=[CH:18][CH:17]=[CH:16][CH:15]=2)[N:8]=1)(=O)=O.[CH3:22][C:23]1[N:28]=[CH:27][C:26](B2OC(C)(C)C(C)(C)O2)=[CH:25][N:24]=1.C([O-])([O-])=O.[K+].[K+].O.